From a dataset of Reaction yield outcomes from USPTO patents with 853,638 reactions. Predict the reaction yield, written as a fraction of the theoretical maximum amount of product (1.0 means a 100% yield; for example, 0.34 means a 34% yield). The reactants are Cl.[CH2:2]([O:4][C:5]([C:7]1[CH:8]=[N:9][N:10]([C:12]2[N:16](COCCOC)[C:15]3[CH:23]=[C:24]([Cl:37])[C:25]([S:27](=[O:36])(=[O:35])[NH:28][C:29]4[CH:34]=[CH:33][CH:32]=[CH:31][CH:30]=4)=[CH:26][C:14]=3[N:13]=2)[CH:11]=1)=[O:6])[CH3:3]. The catalyst is O1CCOCC1.C(O)C. The product is [CH2:2]([O:4][C:5]([C:7]1[CH:8]=[N:9][N:10]([C:12]2[NH:16][C:15]3[CH:23]=[C:24]([Cl:37])[C:25]([S:27](=[O:36])(=[O:35])[NH:28][C:29]4[CH:34]=[CH:33][CH:32]=[CH:31][CH:30]=4)=[CH:26][C:14]=3[N:13]=2)[CH:11]=1)=[O:6])[CH3:3]. The yield is 0.980.